Predict the reaction yield, written as a fraction of the theoretical maximum amount of product (1.0 means a 100% yield; for example, 0.34 means a 34% yield). From a dataset of Reaction yield outcomes from USPTO patents with 853,638 reactions. (1) The reactants are C(OC([NH:8][CH2:9][C:10]1[CH:16]=[CH:15][C:13]([NH2:14])=[CH:12][CH:11]=1)=O)(C)(C)C.[C:17]1([C:38]2[CH:43]=[CH:42][CH:41]=[CH:40][CH:39]=2)[CH:22]=[CH:21][CH:20]=[CH:19][C:18]=1[NH:23][C:24]([O:26][CH:27]1[CH2:32][CH2:31][N:30]([CH2:33][CH2:34][C:35](O)=[O:36])[CH2:29][CH2:28]1)=[O:25].CN(C(ON1N=NC2C=CC=NC1=2)=[N+](C)C)C.F[P-](F)(F)(F)(F)F.CCN(C(C)C)C(C)C. The catalyst is CN(C=O)C.C(O)(C(F)(F)F)=O.C(Cl)Cl. The product is [NH2:8][CH2:9][C:10]1[CH:11]=[CH:12][C:13]([NH:14][C:35]([CH2:34][CH2:33][N:30]2[CH2:29][CH2:28][CH:27]([O:26][C:24](=[O:25])[NH:23][C:18]3[CH:19]=[CH:20][CH:21]=[CH:22][C:17]=3[C:38]3[CH:39]=[CH:40][CH:41]=[CH:42][CH:43]=3)[CH2:32][CH2:31]2)=[O:36])=[CH:15][CH:16]=1. The yield is 0.940. (2) The reactants are [CH2:1]([O:3][C:4]1[N:8]([C:9]2[C:17]3[O:16][CH2:15][C@H:14]([N:18](C(=O)C(F)(F)F)[C:19]4[CH:32]=[CH:31][C:22]5[C@H:23]([CH2:26][C:27]([O:29]C)=[O:28])[CH2:24][O:25][C:21]=5[CH:20]=4)[C:13]=3[CH:12]=[CH:11][CH:10]=2)[C:7]2[CH:39]=[C:40]([F:43])[CH:41]=[CH:42][C:6]=2[N:5]=1)[CH3:2].[OH-].[Na+].Cl. The catalyst is O1CCCC1.CO.O. The product is [CH2:1]([O:3][C:4]1[N:8]([C:9]2[C:17]3[O:16][CH2:15][C@H:14]([NH:18][C:19]4[CH:32]=[CH:31][C:22]5[C@H:23]([CH2:26][C:27]([OH:29])=[O:28])[CH2:24][O:25][C:21]=5[CH:20]=4)[C:13]=3[CH:12]=[CH:11][CH:10]=2)[C:7]2[CH:39]=[C:40]([F:43])[CH:41]=[CH:42][C:6]=2[N:5]=1)[CH3:2]. The yield is 0.840. (3) The reactants are I[C:2]1[C:10]2[C:5](=[N:6][CH:7]=[C:8]([C:11]3[CH:16]=[CH:15][C:14]([N:17]4[CH2:22][CH2:21][N:20]([C:23]([O:25][C:26]([CH3:29])([CH3:28])[CH3:27])=[O:24])[CH2:19][CH2:18]4)=[CH:13][CH:12]=3)[CH:9]=2)[N:4]([S:30]([C:33]2[CH:39]=[CH:38][C:36]([CH3:37])=[CH:35][CH:34]=2)(=[O:32])=[O:31])[CH:3]=1.[Cl:40][C:41]1[CH:42]=[C:43]([CH:61]=[CH:62][CH:63]=1)[CH2:44][N:45]1[C:49]([CH3:50])=[C:48](B2OC(C)(C)C(C)(C)O2)[C:47]([CH3:60])=[N:46]1.C(=O)([O-])[O-].[Na+].[Na+]. The catalyst is C1C=CC(P(C2C=CC=CC=2)[C-]2C=CC=C2)=CC=1.C1C=CC(P(C2C=CC=CC=2)[C-]2C=CC=C2)=CC=1.Cl[Pd]Cl.[Fe+2].C1(C)C=CC=CC=1.C(O)C.O. The product is [Cl:40][C:41]1[CH:42]=[C:43]([CH:61]=[CH:62][CH:63]=1)[CH2:44][N:45]1[C:49]([CH3:50])=[C:48]([C:2]2[C:10]3[C:5](=[N:6][CH:7]=[C:8]([C:11]4[CH:16]=[CH:15][C:14]([N:17]5[CH2:22][CH2:21][N:20]([C:23]([O:25][C:26]([CH3:29])([CH3:28])[CH3:27])=[O:24])[CH2:19][CH2:18]5)=[CH:13][CH:12]=4)[CH:9]=3)[N:4]([S:30]([C:33]3[CH:39]=[CH:38][C:36]([CH3:37])=[CH:35][CH:34]=3)(=[O:32])=[O:31])[CH:3]=2)[C:47]([CH3:60])=[N:46]1. The yield is 0.310.